The task is: Predict which catalyst facilitates the given reaction.. This data is from Catalyst prediction with 721,799 reactions and 888 catalyst types from USPTO. (1) Reactant: [ClH:1].Cl.[CH2:3]([N:10]1[CH2:15][CH2:14][NH:13][CH2:12][CH2:11]1)[C:4]1[CH:9]=[CH:8][CH:7]=[CH:6][CH:5]=1.[Cl:16][CH2:17][C:18]([C:20]1[CH:25]=[CH:24][CH:23]=[CH:22][CH:21]=1)=[O:19].C([O-])([O-])=O.[K+].[K+]. Product: [ClH:16].[ClH:1].[CH2:3]([N:10]1[CH2:15][CH2:14][N:13]([CH2:17][C:18]([C:20]2[CH:25]=[CH:24][CH:23]=[CH:22][CH:21]=2)=[O:19])[CH2:12][CH2:11]1)[C:4]1[CH:5]=[CH:6][CH:7]=[CH:8][CH:9]=1. The catalyst class is: 21. (2) Reactant: [Cl:1][C:2]1[CH:3]=[C:4]([CH:19]=[CH:20][C:21]=1[Cl:22])[CH2:5][N:6]1[CH2:11][CH2:10][N:9]([CH2:12][CH:13]([CH3:18])[C:14]([O:16]C)=[O:15])[CH2:8][CH2:7]1.O.[OH-].[Li+].CO. Product: [Cl:1][C:2]1[CH:3]=[C:4]([CH:19]=[CH:20][C:21]=1[Cl:22])[CH2:5][N:6]1[CH2:11][CH2:10][N:9]([CH2:12][CH:13]([CH3:18])[C:14]([OH:16])=[O:15])[CH2:8][CH2:7]1. The catalyst class is: 6. (3) Reactant: [NH2:1][C:2]1[C:3]([C:22]2[CH:31]=[CH:30][C:25]([C:26]([O:28][CH3:29])=[O:27])=[C:24]([F:32])[CH:23]=2)=[N:4][C:5]([CH:8]2[CH2:13][CH2:12][CH:11]([NH:14]CC3C=CC=CC=3)[CH2:10][CH2:9]2)=[CH:6][N:7]=1.[H][H]. Product: [NH2:1][C:2]1[C:3]([C:22]2[CH:31]=[CH:30][C:25]([C:26]([O:28][CH3:29])=[O:27])=[C:24]([F:32])[CH:23]=2)=[N:4][C:5]([CH:8]2[CH2:13][CH2:12][CH:11]([NH2:14])[CH2:10][CH2:9]2)=[CH:6][N:7]=1. The catalyst class is: 43. (4) Reactant: C(=O)([O-])[O-].[K+].[K+].C1(N2[CH2:18][CH2:17][N:16]([CH2:19][CH2:20][CH2:21][C:22]([C:24]3[CH:40]=[CH:39][C:27]4[CH2:28][CH2:29][N:30](C(=O)C(F)(F)F)[CH2:31][CH2:32][C:26]=4[CH:25]=3)=[O:23])[CH2:15][CH2:14]2)C=CC=CC=1. Product: [C:24]1([CH:22]2[CH2:14][CH2:15][N:16]([CH2:19][CH2:20][CH2:21][C:22]([C:24]3[CH:40]=[CH:39][C:27]4[CH2:28][CH2:29][NH:30][CH2:31][CH2:32][C:26]=4[CH:25]=3)=[O:23])[CH2:17][CH2:18]2)[CH:40]=[CH:39][CH:27]=[CH:26][CH:25]=1. The catalyst class is: 5. (5) Reactant: [OH:1][C:2]1[CH:9]=[CH:8][C:5]([C:6]#[N:7])=[CH:4][CH:3]=1.[CH2:10](Br)[CH:11]=[CH2:12].C([O-])([O-])=O.[Cs+].[Cs+].O. Product: [CH2:12]([O:1][C:2]1[CH:9]=[CH:8][C:5]([C:6]#[N:7])=[CH:4][CH:3]=1)[CH:11]=[CH2:10]. The catalyst class is: 3. (6) Reactant: [O:1]1[CH2:5][CH2:4][CH:3]([CH2:6][NH:7][C@H:8]2[CH2:12][CH2:11][N:10]([C:13]([O:15][C:16]([CH3:19])([CH3:18])[CH3:17])=[O:14])[CH2:9]2)[CH2:2]1.[F:20][C:21]([F:31])([F:30])[C:22]1[CH:29]=[CH:28][CH:27]=[CH:26][C:23]=1[CH:24]=O.C(O[BH-](OC(=O)C)OC(=O)C)(=O)C.[Na+]. Product: [O:1]1[CH2:5][CH2:4][CH:3]([CH2:6][N:7]([CH2:24][C:23]2[CH:26]=[CH:27][CH:28]=[CH:29][C:22]=2[C:21]([F:20])([F:30])[F:31])[C@H:8]2[CH2:12][CH2:11][N:10]([C:13]([O:15][C:16]([CH3:19])([CH3:18])[CH3:17])=[O:14])[CH2:9]2)[CH2:2]1. The catalyst class is: 68. (7) Reactant: C(OC([NH:8][CH2:9][C:10]1[CH:11]=[C:12]([C:16]2[C:21]([C:22]#[N:23])=[CH:20][CH:19]=[C:18]([CH2:24][O:25][C:26]3[CH:31]=[CH:30][CH:29]=[CH:28][C:27]=3[CH2:32][C:33]([O:35]C(C)(C)C)=[O:34])[CH:17]=2)[CH:13]=[CH:14][CH:15]=1)=O)(C)(C)C.Cl. Product: [NH2:8][CH2:9][C:10]1[CH:11]=[C:12]([C:16]2[C:21]([C:22]#[N:23])=[CH:20][CH:19]=[C:18]([CH2:24][O:25][C:26]3[CH:31]=[CH:30][CH:29]=[CH:28][C:27]=3[CH2:32][C:33]([OH:35])=[O:34])[CH:17]=2)[CH:13]=[CH:14][CH:15]=1. The catalyst class is: 12.